From a dataset of Full USPTO retrosynthesis dataset with 1.9M reactions from patents (1976-2016). Predict the reactants needed to synthesize the given product. Given the product [NH2:37][CH2:36][CH2:35][CH2:34][N:33]([CH3:32])[C:3]1[N:12]=[C:11]([N:13]([C:15]2[CH:20]=[CH:19][C:18]([O:21][CH3:22])=[CH:17][CH:16]=2)[CH3:14])[C:10]2[C:5](=[CH:6][CH:7]=[CH:8][CH:9]=2)[N:4]=1.[NH4+:25].[OH-:39], predict the reactants needed to synthesize it. The reactants are: Cl.Cl[C:3]1[N:12]=[C:11]([N:13]([C:15]2[CH:20]=[CH:19][C:18]([O:21][CH3:22])=[CH:17][CH:16]=2)[CH3:14])[C:10]2[C:5](=[CH:6][CH:7]=[CH:8][CH:9]=2)[N:4]=1.C([N:25](C(C)C)C(C)C)C.[CH3:32][NH:33][CH2:34][CH2:35][CH2:36][NH2:37].C(=O)(O)[O-:39].